From a dataset of Experimentally validated miRNA-target interactions with 360,000+ pairs, plus equal number of negative samples. Binary Classification. Given a miRNA mature sequence and a target amino acid sequence, predict their likelihood of interaction. (1) The miRNA is mmu-miR-154-5p with sequence UAGGUUAUCCGUGUUGCCUUCG. The protein sequence of the target gene is MAAADGGGPGGASVGTEEDGGGVGHRTVYLFDRREKESELGDRPLQVGERSDYAGFRACVCQTLGISPEEKFVITTTSRKEITCDNFDETVKDGVTLYLLQSVNQLLLTATKERIDFLPHYDTLVKSGMYEYYASEGQNPLPFALAELIDNSLSATSRNIGVRRIQIKLLFDETQGKPAVAVIDNGRGMTSKQLNNWAVYRLSKFTRQGDFESDHSGYVRPVPVPRSLNSDISYFGVGGKQAVFFVGQSARMISKPADSQDVHELVLSKEDFEKKEKNKEAIYSGYIRNRKPSDSVHITN.... Result: 0 (no interaction). (2) The miRNA is hsa-miR-579-3p with sequence UUCAUUUGGUAUAAACCGCGAUU. The protein sequence of the target gene is MISITEWQKIGVGITGFGVFFILFGILLYFDSVLLAFGNLLFLTGLSLIIGLRRTFAFFFQRHKLKGTSFFLGGVAIVLLRWPLLGMLLEAYGFISLFKGFFPVVFGFLGSAFNIPFLSTLFQKLQGSSSSMV. Result: 0 (no interaction). (3) The miRNA is hsa-miR-4466 with sequence GGGUGCGGGCCGGCGGGG. The protein sequence of the target gene is MTETTKTHVILLACGSFNPITKGHIQMFERARDYLHKTGRFIVIGGIVSPVHDSYGKQGLVSSRHRLIMCQLAVQNSDWIRVDPWECYQDTWQTTCSVLEHHRDLMKRVTGCILSNVNTPSMTPVIGQPQNETPQPIYQNSNVATKPTAAKILGKVGESLSRICCVRPPVERFTFVDENANLGTVMRYEEIELRILLLCGSDLLESFCIPGLWNEADMEVIVGDFGIVVVPRDAADTDRIMNHSSILRKYKNNIMVVKDDINHPMSVVSSTKSRLALQHGDGHVVDYLSQPVIDYILKSQ.... Result: 1 (interaction).